Task: Binary Classification. Given a T-cell receptor sequence (or CDR3 region) and an epitope sequence, predict whether binding occurs between them.. Dataset: TCR-epitope binding with 47,182 pairs between 192 epitopes and 23,139 TCRs (1) The epitope is RLFRKSNLK. Result: 0 (the TCR does not bind to the epitope). The TCR CDR3 sequence is CASSASRAATNEKLFF. (2) The epitope is GTITVEELK. The TCR CDR3 sequence is CASSLGLAGTHNEQFF. Result: 0 (the TCR does not bind to the epitope). (3) The epitope is QECVRGTTVL. The TCR CDR3 sequence is CASSLVSGGTGELFF. Result: 0 (the TCR does not bind to the epitope). (4) The epitope is MPASWVMRI. The TCR CDR3 sequence is CASSLVNHGYTF. Result: 1 (the TCR binds to the epitope). (5) The epitope is LLFGYPVYV. The TCR CDR3 sequence is CASSLIHWETQYF. Result: 0 (the TCR does not bind to the epitope). (6) The epitope is KAYNVTQAF. The TCR CDR3 sequence is CASSSVRGPNYGYTF. Result: 0 (the TCR does not bind to the epitope). (7) The epitope is GTSGSPIIDK. The TCR CDR3 sequence is CASSQTDGTIFYEQYF. Result: 1 (the TCR binds to the epitope). (8) The epitope is KAYNVTQAF. The TCR CDR3 sequence is CASSLFRGRETQYF. Result: 0 (the TCR does not bind to the epitope). (9) The epitope is NYSGVVTTVMF. The TCR CDR3 sequence is CASSQDRRQLSYEQYF. Result: 1 (the TCR binds to the epitope). (10) The epitope is ALSKGVHFV. The TCR CDR3 sequence is CSAQGAGRPSTDTQYF. Result: 1 (the TCR binds to the epitope).